Dataset: Reaction yield outcomes from USPTO patents with 853,638 reactions. Task: Predict the reaction yield, written as a fraction of the theoretical maximum amount of product (1.0 means a 100% yield; for example, 0.34 means a 34% yield). (1) The reactants are C(OC(=O)[NH:7][CH2:8][CH2:9][N:10]([CH2:27][CH:28]=[CH2:29])[C:11]([CH:13]1[CH2:18][CH2:17][N:16]([C:19]2[CH:24]=[CH:23][C:22](=[O:25])[N:21]([CH3:26])[N:20]=2)[CH2:15][CH2:14]1)=[O:12])(C)(C)C.[ClH:31]. The catalyst is C(O)C.O1CCOCC1. The product is [ClH:31].[ClH:31].[CH2:27]([N:10]([CH2:9][CH2:8][NH2:7])[C:11]([CH:13]1[CH2:18][CH2:17][N:16]([C:19]2[CH:24]=[CH:23][C:22](=[O:25])[N:21]([CH3:26])[N:20]=2)[CH2:15][CH2:14]1)=[O:12])[CH:28]=[CH2:29]. The yield is 1.00. (2) The reactants are [NH:1]1[CH2:6][CH2:5][CH:4]([NH:7][C:8](=[O:14])[O:9][C:10]([CH3:13])([CH3:12])[CH3:11])[CH2:3][CH2:2]1.C(N(CC)CC)C.[CH3:22][N:23]([CH3:27])[C:24](Cl)=[O:25].C(OCC)(=O)C. The catalyst is ClCCl. The product is [CH3:22][N:23]([CH3:27])[C:24]([N:1]1[CH2:2][CH2:3][CH:4]([NH:7][C:8](=[O:14])[O:9][C:10]([CH3:11])([CH3:13])[CH3:12])[CH2:5][CH2:6]1)=[O:25]. The yield is 0.940. (3) The reactants are [Br:1][C:2]1[CH:3]=[C:4]([CH:7]=[C:8]([F:10])[CH:9]=1)[CH:5]=O.[CH3:11][S:12]([NH2:15])(=[O:14])=[O:13].[BH-](OC(C)=O)(OC(C)=O)OC(C)=O.[Na+]. The catalyst is ClCCCl. The product is [Br:1][C:2]1[CH:3]=[C:4]([CH:7]=[C:8]([F:10])[CH:9]=1)[CH2:5][NH:15][S:12]([CH3:11])(=[O:14])=[O:13]. The yield is 0.990. (4) The reactants are [C:1]([O:5][C:6]([NH:8][C@@H:9]1[C@H:14]([NH:15][C:16]2[N:21]=[C:20](Cl)[C:19]3[C:23](=[O:33])[N:24]([C:26]([O:28][C:29]([CH3:32])([CH3:31])[CH3:30])=[O:27])[CH2:25][C:18]=3[C:17]=2[F:34])[CH2:13][CH2:12][O:11][CH2:10]1)=[O:7])([CH3:4])([CH3:3])[CH3:2].C([Sn](CCCC)(CCCC)[C:40]1[S:41][CH:42]=[CH:43][CH:44]=1)CCC. The catalyst is C1(C)C=CC=CC=1.CO.C(Cl)Cl.C1C=CC([P]([Pd]([P](C2C=CC=CC=2)(C2C=CC=CC=2)C2C=CC=CC=2)([P](C2C=CC=CC=2)(C2C=CC=CC=2)C2C=CC=CC=2)[P](C2C=CC=CC=2)(C2C=CC=CC=2)C2C=CC=CC=2)(C2C=CC=CC=2)C2C=CC=CC=2)=CC=1. The product is [C:1]([O:5][C:6]([NH:8][C@@H:9]1[C@H:14]([NH:15][C:16]2[N:21]=[C:20]([C:40]3[S:41][CH:42]=[CH:43][CH:44]=3)[C:19]3[C:23](=[O:33])[N:24]([C:26]([O:28][C:29]([CH3:32])([CH3:31])[CH3:30])=[O:27])[CH2:25][C:18]=3[C:17]=2[F:34])[CH2:13][CH2:12][O:11][CH2:10]1)=[O:7])([CH3:4])([CH3:3])[CH3:2]. The yield is 0.550. (5) The reactants are [OH-].[Li+].[CH2:3]([O:5][C:6]1[CH:11]=[CH:10][C:9]([C:12]2[C:17]([F:18])=[CH:16][N:15]([CH2:19][CH2:20][C@@:21]([CH3:31])([S:27]([CH3:30])(=[O:29])=[O:28])[C:22]([O:24]CC)=[O:23])[C:14](=[O:32])[CH:13]=2)=[CH:8][CH:7]=1)[CH3:4].Cl. The catalyst is O1CCCC1.O. The product is [CH2:3]([O:5][C:6]1[CH:11]=[CH:10][C:9]([C:12]2[C:17]([F:18])=[CH:16][N:15]([CH2:19][CH2:20][C@@:21]([CH3:31])([S:27]([CH3:30])(=[O:28])=[O:29])[C:22]([OH:24])=[O:23])[C:14](=[O:32])[CH:13]=2)=[CH:8][CH:7]=1)[CH3:4]. The yield is 0.730. (6) The reactants are [SH:1][C:2]1[N:7]=[CH:6][CH:5]=[CH:4][N:3]=1.C1C(=O)N(Cl)C(=O)C1.[C:16]1([Zn]Br)[CH:21]=[CH:20][CH:19]=[CH:18][CH:17]=1. No catalyst specified. The product is [C:16]1([S:1][C:2]2[N:7]=[CH:6][CH:5]=[CH:4][N:3]=2)[CH:21]=[CH:20][CH:19]=[CH:18][CH:17]=1. The yield is 0.860.